This data is from Forward reaction prediction with 1.9M reactions from USPTO patents (1976-2016). The task is: Predict the product of the given reaction. (1) Given the reactants [CH3:1][CH:2]([CH3:12])[CH:3]([C:6]1[CH:11]=[CH:10][CH:9]=[CH:8][CH:7]=1)[CH2:4][NH2:5].[CH:13](=O)[C:14]1[CH:19]=[CH:18][CH:17]=[CH:16][CH:15]=1.C(O[BH-](OC(=O)C)OC(=O)C)(=O)C.[Na+].C(O)(=O)C, predict the reaction product. The product is: [CH2:13]([NH:5][CH2:4][CH:3]([C:6]1[CH:11]=[CH:10][CH:9]=[CH:8][CH:7]=1)[CH:2]([CH3:12])[CH3:1])[C:14]1[CH:19]=[CH:18][CH:17]=[CH:16][CH:15]=1. (2) The product is: [NH3:5].[CH:24]1([C:30](=[O:20])[CH2:35][CH2:34][N:5]2[CH2:6][CH:7]3[CH:3]([C:2]3([C:8]3[CH:9]=[C:10]([NH:14][S:15]([CH3:18])(=[O:17])=[O:16])[CH:11]=[CH:12][CH:13]=3)[CH3:1])[CH2:4]2)[CH2:29][CH2:28][CH2:27][CH2:26][CH2:25]1. Given the reactants [CH3:1][C:2]1([C:8]2[CH:9]=[C:10]([NH:14][S:15]([CH3:18])(=[O:17])=[O:16])[CH:11]=[CH:12][CH:13]=2)[CH:7]2[CH:3]1[CH2:4][NH:5][CH2:6]2.C(=O)([O-])[OH:20].[Na+].[CH:24]1([C:30]2C(CCC=O)=C(S([O-])(=O)=O)C=[CH:34][C:35]=2Br)[CH2:29][CH2:28][CH2:27][CH2:26][CH2:25]1.C(OCC)C, predict the reaction product. (3) Given the reactants [C:1]1([CH2:7][CH2:8][NH:9][C:10]2[CH:15]=[CH:14][CH:13]=[C:12](B3OC(C)(C)C(C)(C)O3)[CH:11]=2)[CH:6]=[CH:5][CH:4]=[CH:3][CH:2]=1.[NH2:25][C:26]1[C:27]([C:33]([NH:35][CH3:36])=[O:34])=[N:28][C:29](Br)=[CH:30][N:31]=1, predict the reaction product. The product is: [NH2:25][C:26]1[C:27]([C:33]([NH:35][CH3:36])=[O:34])=[N:28][C:29]([C:12]2[CH:13]=[CH:14][CH:15]=[C:10]([NH:9][CH2:8][CH2:7][C:1]3[CH:2]=[CH:3][CH:4]=[CH:5][CH:6]=3)[CH:11]=2)=[CH:30][N:31]=1. (4) Given the reactants Cl[C:2]1[N:7]=[C:6]([C:8]([O:10][CH2:11][CH3:12])=[O:9])[CH:5]=[CH:4][CH:3]=1.[B-](F)(F)(F)[C:14]([CH3:16])=[CH2:15].[K+].C(=O)([O-])[O-].[K+].[K+].C1(P(C2CCCCC2)C2C=CC=CC=2C2C(OC)=CC=C(S([O-])(=O)=O)C=2OC)CCCCC1.[Na+], predict the reaction product. The product is: [CH2:15]=[C:14]([C:2]1[N:7]=[C:6]([C:8]([O:10][CH2:11][CH3:12])=[O:9])[CH:5]=[CH:4][CH:3]=1)[CH3:16]. (5) The product is: [Br:1][CH2:19][C:9]1[CH:10]=[C:11]([S:15]([Cl:18])(=[O:16])=[O:17])[CH:12]=[CH:13][CH:14]=1. Given the reactants [Br:1]N1C(=O)CCC1=O.[C:9]1([CH3:19])[CH:14]=[CH:13][CH:12]=[C:11]([S:15]([Cl:18])(=[O:17])=[O:16])[CH:10]=1, predict the reaction product. (6) Given the reactants O.[NH:2]1[CH:6]=[CH:5][C:4]([NH2:7])=[N:3]1.Cl[C:9]1[N:10]=[C:11]2[CH:16]=[C:15]([O:17][CH3:18])[CH:14]=[CH:13][N:12]2[C:19]=1[C:20]1[N:25]=[C:24]([CH3:26])[N:23]=[C:22]([NH2:27])[N:21]=1.C(=O)([O-])[O-:29].[Cs+].[Cs+], predict the reaction product. The product is: [CH3:15][OH:17].[NH4+:2].[OH-:29].[NH2:27][C:22]1[N:23]=[C:24]([CH3:26])[N:25]=[C:20]([C:19]2[N:12]3[CH:13]=[CH:14][C:15]([O:17][CH3:18])=[CH:16][C:11]3=[N:10][C:9]=2[NH:7][C:4]2[CH:5]=[CH:6][NH:2][N:3]=2)[N:21]=1.